This data is from Experimentally validated miRNA-target interactions with 360,000+ pairs, plus equal number of negative samples. The task is: Binary Classification. Given a miRNA mature sequence and a target amino acid sequence, predict their likelihood of interaction. (1) The miRNA is hsa-let-7a-2-3p with sequence CUGUACAGCCUCCUAGCUUUCC. The protein sequence of the target gene is MLGVVELLLLGTAWLAGPARGQNETEPIVLEGKCLVVCDSNPTSDPTGTALGISVRSGSAKVAFSAIRSTNHEPSEMSNRTMIIYFDQVLVNIGNNFDSERSTFIAPRKGIYSFNFHVVKVYNRQTIQVSLMLNGWPVISAFAGDQDVTREAASNGVLIQMEKGDRAYLKLERGNLMGGWKYSTFSGFLVFPL. Result: 0 (no interaction). (2) The protein sequence of the target gene is MAGEAEAQLDPSLQGLVMFEDVTVYFSREEWGLLNVTQKGLYRDVMLENFALVSSLGLAPSRSPVFTQLEDDEQSWVPSWVDVTPVSRAEARRGFGLDGLCRVEDERAHPEHLKSYRVIQHQDTHSEGKPRRHTEHGAAFPPGSSCGQQQEVHVAEKLFKCSDCGKVFLKAFALLDHLITHSEERPFRCPTGRSAFKKSAHINPRKIHTGETAHVCNECGKAFSYPSKLRKHQKVHTGIKPFKCSDCGKTFNRKDALVLHQRIHTGERPYECSKCGKTFSVLSTLIRHRKVHIGERPYEC.... The miRNA is hsa-miR-1257 with sequence AGUGAAUGAUGGGUUCUGACC. Result: 1 (interaction). (3) The miRNA is mmu-miR-19a-3p with sequence UGUGCAAAUCUAUGCAAAACUGA. The protein sequence of the target gene is MGPDRVTARELCENDDLATSLVLDPYLGFRTHKMNVSPVPTLRRQHHLRSALEAFLRQRDLEAAFRALTLGGWMAHYFQSRAPRQEAALKTHIFCYLRAFLPESGFTILPCTRYSMETNGAKIVSTRAWKKNEKLELLVGCIAELREEDEDLLRAGENDFSIMYSTRKRSAQLWLGPAAFINHDCKPNCKFVPSDGNTACVKVLRDIEPGDEVTCFYGEGFFGEKNEHCECYTCERKGEGAFRLQPREPELRPKPLDKYELRETKRRLQQGLVSSQQSLMSRWACSHLSPLRPDPFCAAC.... Result: 0 (no interaction). (4) The miRNA is hsa-miR-18a-3p with sequence ACUGCCCUAAGUGCUCCUUCUGG. The protein sequence of the target gene is MEAAVGVPDGGDQGGAGPREDATPMDAYLRKLGLYRKLVAKDGSCLFRAVAEQVLHSQSRHVEVRMACIHYLRENREKFEAFIEGSFEEYLKRLENPQEWVGQVEISALSLMYRKDFIIYREPNVSPSQVTENNFPEKVLLCFSNGNHYDIVYPIKYKESSAMCQSLLYELLYEKVFKTDVSKIVMELDTLEVADEDNSEISDSEDDSCKSKTAAAAADVNGFKPLSGNEQLKNNGNSTSLPLSRKVLKSLNPAVYRNVEYEIWLKSKQAQQKRDYSIAAGLQYEVGDKCQVRLDHNGKF.... Result: 1 (interaction). (5) The protein sequence of the target gene is MGLLLMILASAVLGSFLTLLAQFFLLYRRQPEPPADEAARAGEGFRYIKPVPGLLLREYLYGGGRDEEPSGAAPEGGATPTAAPETPAPPTRETCYFLNATILFLFRELRDTALTRRWVTKKIKVEFEELLQTKTAGRLLEGLSLRDVFLGETVPFIKTIRLVRPVVPSATGEPDGPEGEALPAACPEELAFEAEVEYNGGFHLAIDVDLVFGKSAYLFVKLSRVVGRLRLVFTRVPFTHWFFSFVEDPLIDFEVRSQFEGRPMPQLTSIIVNQLKKIIKRKHTLPNYKIRFKPFFPYQT.... Result: 1 (interaction). The miRNA is hsa-miR-5582-3p with sequence UAAAACUUUAAGUGUGCCUAGG. (6) The miRNA is hsa-miR-518e-3p with sequence AAAGCGCUUCCCUUCAGAGUG. The protein sequence of the target gene is MLLSKINSLAHLRAAPCNDLHATKLAPGKEKEPLESQYQVGPLLGSGGFGSVYSGIRVADNLPVAIKHVEKDRISDWGELPNGTRVPMEVVLLKKVSSDFSGVIRLLDWFERPDSFVLILERPEPVQDLFDFITERGALQEDLARGFFWQVLEAVRHCHNCGVLHRDIKDENILIDLSRGEIKLIDFGSGALLKDTVYTDFDGTRVYSPPEWIRYHRYHGRSAAVWSLGILLYDMVCGDIPFEHDEEIIKGQVFFRQTVSSECQHLIKWCLSLRPSDRPSFEEIRNHPWMQGDLLPQAAS.... Result: 0 (no interaction). (7) The protein sequence of the target gene is MEAVSRVFPALAGQAPEEQGEIIKVKVKEEDHTWDQESALRRNLSYTRELSRQRFRQFCYQETPGPREALSQLRELCRQWLNPEIHTKEQILELLVLEQFLTILPEELQSWVREHNPESGEEVVTLLEDLERELDEPRQQVSQGTYGQEVSMEEMIPLDSAKESLGTQLQSMEDRMECESPEPHPLQDNGSFLWFSMMSQSMGGDNLSSLDTNEAEIEPENMREKFFRSLARLLENKSNNTKIFSKAKYCQLIKEVKEAKAKAKKESVDYRRLARFDVILVQGNEKLIEAVNGETDKIRY.... Result: 1 (interaction). The miRNA is hsa-miR-1233-5p with sequence AGUGGGAGGCCAGGGCACGGCA. (8) The miRNA is mmu-miR-3087-3p with sequence UAACUCACUGUCAUGUCCUCA. The protein sequence of the target gene is MRECISIHVGQAGVQIGNACWELYCLEHGIQPDGQMPSDKTIGGGDDSFNTFFSETGAGKHVPRAVFVDLEPTVVDEVRTGTYRQLFHPEQLITGKEDAANNYARGHYTIGKEIVDLVLDRIRKLADLCTGLQGFLIFHSFGGGTGSGFASLLMERLSVDYGKKSKLEFAIYPAPQVSTAVVEPYNSILTTHTTLEHSDCAFMVDNEAIYDICRRNLDIERPTYTNLNRLIGQIVSSITASLRFDGALNVDLTEFQTNLVPYPRIHFPLATYAPVISAEKAYHEQLSVAEITNACFEPAN.... Result: 0 (no interaction). (9) The miRNA is hsa-miR-6818-5p with sequence UUGUGUGAGUACAGAGAGCAUC. The protein sequence of the target gene is MGSLSNYALLQLTLTAFLTILVQPQHLLAPVFRTLSILTNQSNCWLCEHLDNAEQPELVFVPASASTWWTYSGQWMYERVWYPQAEVQNHSTSSYRKVTWHWEASMEAQGLSFAQVRLLEGNFSLCVENKNGSGPFLGNIPKQYCNQILWFDSTDGTFMPSIDVTNESRNDDDDTSVCLGTRQCSWFAGCTNRTWNSSAVPLIGLPNTQDYKWVDRNSGLTWSGNDTCLYSCQNQTKGLLYQLFRNLFCSYGLTEAHGKWRCADASITNDKGHDGHRTPTWWLTGSNLTLSVNNSGLFFL.... Result: 1 (interaction). (10) The miRNA is cel-miR-35-3p with sequence UCACCGGGUGGAAACUAGCAGU. The protein sequence of the target gene is MESLDRRRTGSEQEEGFGVQSRRATDLGMVPNLRRSNSSLCKSRRFLCSFSSEKQENLSSWIPENIKKKECVYFVESSKLSDAGKVVCACGYTHEQHLEVAIKPHTFQGKEWDPKKHVQEMPTDAFGDIVFTDLSQKVGKYVRVSQDTPSSVIYQLMTQHWGLDVPNLLISVTGGAKNFNMKLRLKSIFRRGLVKVAQTTGAWIITGGSHTGVMKQVGEAVRDFSLSSSCKEGEVITIGVATWGTIHNREGLIHPMGGFPAEYMLDEEGQGNLTCLDSNHSHFILVDDGTHGQYGVEIPL.... Result: 0 (no interaction).